From a dataset of Full USPTO retrosynthesis dataset with 1.9M reactions from patents (1976-2016). Predict the reactants needed to synthesize the given product. (1) Given the product [C:29]([N:19]1[CH2:20][CH2:21][C@H:17]([NH:16][C:3]2[C:2]([F:1])=[CH:10][C:9]([C:11]([NH2:13])=[O:12])=[C:8]3[C:4]=2[C:5]([CH3:15])=[C:6]([CH3:14])[NH:7]3)[CH2:18]1)#[N:28], predict the reactants needed to synthesize it. The reactants are: [F:1][C:2]1[C:3]([NH:16][C@H:17]2[CH2:21][CH2:20][NH:19][CH2:18]2)=[C:4]2[C:8](=[C:9]([C:11]([NH2:13])=[O:12])[CH:10]=1)[NH:7][C:6]([CH3:14])=[C:5]2[CH3:15].C([O-])([O-])=O.[Cs+].[Cs+].[N:28]#[C:29]Br.C(#N)C. (2) Given the product [C:87]([O:86][C:84]([N:82]1[CH2:83][C@@H:79]([O:78][C:59]2[CH:58]=[C:57]3[C:62]([CH2:63][C@@H:64]([C:65](=[O:77])[NH:66][C@H:67]4[C:76]5[C:71](=[CH:72][CH:73]=[CH:74][CH:75]=5)[CH2:70][CH2:69][CH2:68]4)[N:55]([C:53]([O:52][C:48]([CH3:51])([CH3:50])[CH3:49])=[O:54])[CH2:56]3)=[CH:61][CH:60]=2)[CH2:80][C@H:81]1[C:91]([OH:93])=[O:92])=[O:85])([CH3:88])([CH3:89])[CH3:90], predict the reactants needed to synthesize it. The reactants are: C(OC(N(C)[C@@H](C)C(N[C@@H](C(C)(C)C)C(N1[C@H](C(=O)N[C@H]2C3C(=CC=CC=3)CCC2)CC2C(=CC(C(O)=O)=CC=2)C1)=O)=O)=O)(C)(C)C.[C:48]([O:52][C:53]([N:55]1[C@H:64]([C:65](=[O:77])[NH:66][C@H:67]2[C:76]3[C:71](=[CH:72][CH:73]=[CH:74][CH:75]=3)[CH2:70][CH2:69][CH2:68]2)[CH2:63][C:62]2[C:57](=[CH:58][C:59]([O:78][C@@H:79]3[CH2:83][N:82]([C:84]([O:86][C:87]([CH3:90])([CH3:89])[CH3:88])=[O:85])[C@H:81]([C:91]([O:93]C)=[O:92])[CH2:80]3)=[CH:60][CH:61]=2)[CH2:56]1)=[O:54])([CH3:51])([CH3:50])[CH3:49]. (3) Given the product [F:1][C:2]([F:15])([F:14])[S:3]([O:6][CH2:45][C:24]([CH3:46])([O:25][C:26]1[CH:35]=[CH:34][C:33]2[C:32](=[O:36])[CH2:31][CH2:30][CH2:29][C:28]=2[C:27]=1[CH2:37][CH2:38][C:39]1[CH:40]=[CH:41][CH:42]=[CH:43][CH:44]=1)[CH3:23])(=[O:5])=[O:4], predict the reactants needed to synthesize it. The reactants are: [F:1][C:2]([F:15])([F:14])[S:3]([O:6]S(C(F)(F)F)(=O)=O)(=[O:5])=[O:4].N1C=CC=CC=1.O[CH2:23][C:24]([CH3:46])([CH3:45])[O:25][C:26]1[C:27]([CH2:37][CH2:38][C:39]2[CH:44]=[CH:43][CH:42]=[CH:41][CH:40]=2)=[C:28]2[C:33](=[CH:34][CH:35]=1)[C:32](=[O:36])[CH2:31][CH2:30][CH2:29]2.